Dataset: Acute oral toxicity (LD50) regression data from Zhu et al.. Task: Regression/Classification. Given a drug SMILES string, predict its toxicity properties. Task type varies by dataset: regression for continuous values (e.g., LD50, hERG inhibition percentage) or binary classification for toxic/non-toxic outcomes (e.g., AMES mutagenicity, cardiotoxicity, hepatotoxicity). Dataset: ld50_zhu. The molecule is CCCOP(=O)(CC)SC. The rat oral LD50 is 4.67, given as -log10 of the dose in mol/kg body weight (higher means more acutely toxic).